Dataset: Reaction yield outcomes from USPTO patents with 853,638 reactions. Task: Predict the reaction yield, written as a fraction of the theoretical maximum amount of product (1.0 means a 100% yield; for example, 0.34 means a 34% yield). (1) The reactants are F[C:2]1[CH:7]=[CH:6][CH:5]=[C:4]([F:8])[N:3]=1.[C:9]1([Li])[CH:14]=[CH:13][CH:12]=[CH:11][CH:10]=1. The catalyst is C1COCC1. The product is [F:8][C:4]1[CH:5]=[CH:6][CH:7]=[C:2]([C:9]2[CH:14]=[CH:13][CH:12]=[CH:11][CH:10]=2)[N:3]=1. The yield is 0.120. (2) The reactants are [C:1]([C:4]1[S:8][C:7]([CH:9]2[CH2:14][CH2:13][CH2:12][N:11](C(OC(C)(C)C)=O)[CH2:10]2)=[N:6][C:5]=1[C:22]1[CH:27]=[CH:26][C:25]([O:28][C:29]2[CH:34]=[CH:33][CH:32]=[CH:31][CH:30]=2)=[CH:24][CH:23]=1)(=[O:3])[NH2:2].C(O)(C(F)(F)F)=O. The catalyst is C(Cl)Cl.O. The product is [O:28]([C:25]1[CH:24]=[CH:23][C:22]([C:5]2[N:6]=[C:7]([CH:9]3[CH2:14][CH2:13][CH2:12][NH:11][CH2:10]3)[S:8][C:4]=2[C:1]([NH2:2])=[O:3])=[CH:27][CH:26]=1)[C:29]1[CH:34]=[CH:33][CH:32]=[CH:31][CH:30]=1. The yield is 0.760. (3) The reactants are [C:1]1([C@H:13]2[CH2:18][CH2:17][C@H:16]([CH2:19][S:20]([OH:23])(=[O:22])=O)[CH2:15][CH2:14]2)[N:2]=[N:3][N:4]2[C:9]=1[C:8]1[CH:10]=[CH:11][NH:12][C:7]=1[N:6]=[CH:5]2.S(Cl)(Cl)=O.C([N:31](CC)[CH:32]([CH3:34])[CH3:33])(C)C.C1(N)CC1. The catalyst is ClCCl.CN(C)C=O.O. The product is [C:1]1([C@H:13]2[CH2:14][CH2:15][C@H:16]([CH2:19][S:20]([NH:31][CH:32]3[CH2:34][CH2:33]3)(=[O:22])=[O:23])[CH2:17][CH2:18]2)[N:2]=[N:3][N:4]2[C:9]=1[C:8]1[CH:10]=[CH:11][NH:12][C:7]=1[N:6]=[CH:5]2. The yield is 0.0750. (4) The reactants are [Cl:1][C:2]1[CH:7]=[C:6]([N+:8]([O-])=O)[CH:5]=[C:4]([Cl:11])[C:3]=1[C:12]#[C:13][C:14]([CH3:17])([CH3:16])[CH3:15].[Cl-].[NH4+]. The catalyst is CO.O.[Fe]. The product is [Cl:1][C:2]1[CH:7]=[C:6]([CH:5]=[C:4]([Cl:11])[C:3]=1[C:12]#[C:13][C:14]([CH3:16])([CH3:15])[CH3:17])[NH2:8]. The yield is 0.700. (5) The catalyst is C1COCC1.[Pd].C1(P(C2C=CC=CC=2)C2C=CC=CC=2)C=CC=CC=1.C1(P(C2C=CC=CC=2)C2C=CC=CC=2)C=CC=CC=1.C1(P(C2C=CC=CC=2)C2C=CC=CC=2)C=CC=CC=1.C1(P(C2C=CC=CC=2)C2C=CC=CC=2)C=CC=CC=1.CCCCCC.C(O)C. The product is [F:17][C:18]1[CH:23]=[CH:22][C:21]([C:2]2[CH:10]=[CH:9][C:5]([C:6]([OH:8])=[O:7])=[CH:4][CH:3]=2)=[CH:20][CH:19]=1. The reactants are Br[C:2]1[CH:10]=[CH:9][C:5]([C:6]([OH:8])=[O:7])=[CH:4][CH:3]=1.C([O-])([O-])=O.[Na+].[Na+].[F:17][C:18]1[CH:23]=[CH:22][C:21](B(O)O)=[CH:20][CH:19]=1.Cl. The yield is 0.820. (6) The reactants are Cl[C:2]1[C:11]2[C:6](=[C:7]([CH3:14])[C:8]([O:12][CH3:13])=[CH:9][CH:10]=2)[N:5]=[C:4]([C:15]2[CH:16]=[N:17][N:18]([CH2:20][CH2:21][CH:22]([CH3:24])[CH3:23])[CH:19]=2)[CH:3]=1.C(N1C=C(C2C=C([OH:42])C3C(=C(C)C(OC)=CC=3)N=2)C=N1)C. No catalyst specified. The product is [OH:42][C:2]1[C:11]2[C:6](=[C:7]([CH3:14])[C:8]([O:12][CH3:13])=[CH:9][CH:10]=2)[N:5]=[C:4]([C:15]2[CH:16]=[N:17][N:18]([CH2:20][CH2:21][CH:22]([CH3:24])[CH3:23])[CH:19]=2)[CH:3]=1. The yield is 0.660. (7) The reactants are [CH2:1]([S:3]([N:6]1[CH2:11][CH2:10][CH:9]([C:12]2[C:20]3[C:15](=[C:16]([C:28]([NH2:30])=[O:29])[CH:17]=[C:18]([C:21]4[CH:25]=[C:24]([CH:26]=O)[S:23][CH:22]=4)[CH:19]=3)[NH:14][CH:13]=2)[CH2:8][CH2:7]1)(=[O:5])=[O:4])[CH3:2].[CH3:31][NH:32][CH2:33][C:34]([O:36][CH2:37][CH3:38])=[O:35].C(O[BH-](OC(=O)C)OC(=O)C)(=O)C.[Na+]. The catalyst is CS(C)=O.C(O)(=O)C. The product is [NH2:30][C:28]([C:16]1[CH:17]=[C:18]([C:21]2[CH:25]=[C:24]([CH2:26][N:32]([CH3:31])[CH2:33][C:34]([O:36][CH2:37][CH3:38])=[O:35])[S:23][CH:22]=2)[CH:19]=[C:20]2[C:15]=1[NH:14][CH:13]=[C:12]2[CH:9]1[CH2:10][CH2:11][N:6]([S:3]([CH2:1][CH3:2])(=[O:5])=[O:4])[CH2:7][CH2:8]1)=[O:29]. The yield is 0.300.